This data is from Full USPTO retrosynthesis dataset with 1.9M reactions from patents (1976-2016). The task is: Predict the reactants needed to synthesize the given product. (1) Given the product [Cl:27][C:26]1[CH:25]=[CH:24][C:19]([C:20]([O:22][CH3:23])=[O:21])=[CH:18][C:17]=1[NH:16][C:12]([C:10]1[C:9](=[O:15])[NH:8][C:6]2[N:7]=[C:2]([CH3:1])[N:3]=[CH:4][C:5]=2[CH:11]=1)=[O:14], predict the reactants needed to synthesize it. The reactants are: [CH3:1][C:2]1[N:3]=[CH:4][C:5]2[CH:11]=[C:10]([C:12]([OH:14])=O)[C:9](=[O:15])[NH:8][C:6]=2[N:7]=1.[NH2:16][C:17]1[CH:18]=[C:19]([CH:24]=[CH:25][C:26]=1[Cl:27])[C:20]([O:22][CH3:23])=[O:21].C(N(CC)CC)C.CN(C(ON1N=NC2C=CC=NC1=2)=[N+](C)C)C.F[P-](F)(F)(F)(F)F. (2) Given the product [CH2:11]1[C:10]2[CH:23]=[CH:24][C:7]([C:16]([O:18][CH3:19])=[O:17])=[CH:8][C:9]=2[CH2:15][CH2:14][N:13]([C:16]([O:18][C:19]([CH3:22])([CH3:21])[CH3:20])=[O:17])[CH2:12]1, predict the reactants needed to synthesize it. The reactants are: FC(F)(F)S(O[C:7]1[CH:24]=[CH:23][C:10]2[CH2:11][CH2:12][N:13]([C:16]([O:18][C:19]([CH3:22])([CH3:21])[CH3:20])=[O:17])[CH2:14][CH2:15][C:9]=2[CH:8]=1)(=O)=O.C1(P(C2C=CC=CC=2)CCCP(C2C=CC=CC=2)C2C=CC=CC=2)C=CC=CC=1.C(N(CC)CC)C. (3) Given the product [CH3:1][O:2][C:3]([C:4]1[CH:9]=[CH:8][C:7]2[N:10]([CH3:29])[C:11]([NH:14][C:15]3[S:16][C:17]4[CH:23]=[C:22]([O:24][C:25]([F:28])([F:26])[F:27])[CH:21]=[CH:20][C:18]=4[N:19]=3)=[N:12][C:6]=2[CH:5]=1)=[O:13], predict the reactants needed to synthesize it. The reactants are: [CH3:1][O:2][C:3](=[O:13])[C:4]1[CH:9]=[CH:8][C:7]([NH:10][CH3:11])=[C:6]([NH2:12])[CH:5]=1.[NH2:14][C:15]1[S:16][C:17]2[CH:23]=[C:22]([O:24][C:25]([F:28])([F:27])[F:26])[CH:21]=[CH:20][C:18]=2[N:19]=1.[C:29](N1C=CN=C1)(N1C=CN=C1)=S. (4) Given the product [CH:32]1([C:30]([NH:29][C:27]2[N:28]=[C:23]3[CH:22]=[CH:21][C:20]([O:19][C:18]4[CH:35]=[CH:36][C:37]([F:38])=[C:16]([NH:15][C:8]([C:4]5[C:5]([CH3:7])=[CH:6][N:2]([CH3:1])[N:3]=5)=[O:10])[CH:17]=4)=[N:25][N:24]3[CH:26]=2)=[O:31])[CH2:33][CH2:34]1, predict the reactants needed to synthesize it. The reactants are: [CH3:1][N:2]1[CH:6]=[C:5]([CH3:7])[C:4]([C:8]([OH:10])=O)=[N:3]1.S(Cl)(Cl)=O.[NH2:15][C:16]1[CH:17]=[C:18]([CH:35]=[CH:36][C:37]=1[F:38])[O:19][C:20]1[CH:21]=[CH:22][C:23]2[N:24]([CH:26]=[C:27]([NH:29][C:30]([CH:32]3[CH2:34][CH2:33]3)=[O:31])[N:28]=2)[N:25]=1.C(=O)([O-])O.[Na+]. (5) The reactants are: C1COCC1.[C:6]([NH:9][CH2:10][CH:11]([O:14][C:15](=[O:17])C)[CH2:12]Cl)(=[O:8])[CH3:7].C(OC(=O)[NH:27][C:28]1[CH:33]=[CH:32][C:31]([N:34]2[CH:39]=[CH:38][C:37](=[O:40])[CH2:36][CH2:35]2)=[CH:30][CH:29]=1)C1C=CC=CC=1. Given the product [O:17]=[C:15]1[N:27]([C:28]2[CH:33]=[CH:32][C:31]([N:34]3[CH:35]=[CH:36][C:37](=[O:40])[CH2:38][CH2:39]3)=[CH:30][CH:29]=2)[CH2:12][CH:11]([CH2:10][NH:9][C:6](=[O:8])[CH3:7])[O:14]1, predict the reactants needed to synthesize it. (6) Given the product [CH:1]([C:4]1[C:12]2[C:7](=[CH:8][CH:9]=[C:10]([O:13][C:14]3[C:15]([CH3:22])=[CH:16][C:17]([NH:21][CH2:24][C:25]([O:27][CH2:28][CH3:29])=[O:26])=[CH:18][C:19]=3[CH3:20])[CH:11]=2)[NH:6][CH:5]=1)([CH3:3])[CH3:2], predict the reactants needed to synthesize it. The reactants are: [CH:1]([C:4]1[C:12]2[C:7](=[CH:8][CH:9]=[C:10]([O:13][C:14]3[C:19]([CH3:20])=[CH:18][C:17]([NH2:21])=[CH:16][C:15]=3[CH3:22])[CH:11]=2)[NH:6][CH:5]=1)([CH3:3])[CH3:2].Br[CH2:24][C:25]([O:27][CH2:28][CH3:29])=[O:26].C([O-])(=O)C.[Na+].O. (7) Given the product [Cl:28][C:29]1[CH:30]=[C:31]([C:36]2[C:44]([C:45]([NH2:47])=[O:46])=[C:39]3[CH2:40][N:41]([C:52]([NH:25][CH:5]4[CH2:4][CH:3]([CH:2]([F:1])[F:10])[CH2:6]4)=[O:51])[CH2:42][CH2:43][N:38]3[N:37]=2)[CH:32]=[CH:33][C:34]=1[F:35], predict the reactants needed to synthesize it. The reactants are: [F:1][CH:2]([F:10])[CH:3]1[CH2:6][CH:5](C(O)=O)[CH2:4]1.C1C=CC(P([N:25]=[N+]=[N-])(C2C=CC=CC=2)=O)=CC=1.[Cl:28][C:29]1[CH:30]=[C:31]([C:36]2[C:44]([C:45]([NH2:47])=[O:46])=[C:39]3[CH2:40][NH:41][CH2:42][CH2:43][N:38]3[N:37]=2)[CH:32]=[CH:33][C:34]=1[F:35].C1[CH2:52][O:51]CC1. (8) Given the product [CH2:15]([O:1][C:2]1[C:7]([I:8])=[C:6]([O:9][CH2:10][C:3]2[CH:4]=[CH:5][CH:6]=[CH:7][CH:2]=2)[CH:5]=[CH:4][C:3]=1[C:10](=[O:14])[CH:11]([CH3:12])[CH3:13])[C:16]1[CH:21]=[CH:20][CH:19]=[CH:18][CH:17]=1, predict the reactants needed to synthesize it. The reactants are: [OH:1][C:2]1[C:7]([I:8])=[C:6]([OH:9])[CH:5]=[CH:4][C:3]=1[C:10](=[O:14])[CH:11]([CH3:13])[CH3:12].[CH2:15](Br)[C:16]1[CH:21]=[CH:20][CH:19]=[CH:18][CH:17]=1.C(=O)([O-])[O-].[Cs+].[Cs+]. (9) The reactants are: [Cl:1][C:2]1[N:7]=[C:6](Cl)[CH:5]=[C:4]([C:9]2[CH:14]=[CH:13][CH:12]=[CH:11][CH:10]=2)[N:3]=1.[C:15]([NH2:19])([CH3:18])([CH3:17])[CH3:16]. Given the product [C:15]([NH:19][C:6]1[CH:5]=[C:4]([C:9]2[CH:14]=[CH:13][CH:12]=[CH:11][CH:10]=2)[N:3]=[C:2]([Cl:1])[N:7]=1)([CH3:18])([CH3:17])[CH3:16], predict the reactants needed to synthesize it. (10) Given the product [C@@H:16]1([N:39]2[CH:46]=[CH:45][C:43]([NH2:44])=[N:42][C:40]2=[O:41])[S:17][C@H:18]([CH2:29][OH:30])[C@@H:19]([OH:20])[C@H:15]1[OH:14], predict the reactants needed to synthesize it. The reactants are: C[O-].[Na+].CO.C([O:14][C@@H:15]1[C@H:19]([O:20]C(=O)C2C=CC=CC=2)[C@@H:18]([CH2:29][O:30]C(=O)C2C=CC=CC=2)[S:17][C@H:16]1[N:39]1[CH:46]=[CH:45][C:43]([NH2:44])=[N:42][C:40]1=[O:41])(=O)C1C=CC=CC=1.C(O)(=O)C.